From a dataset of Forward reaction prediction with 1.9M reactions from USPTO patents (1976-2016). Predict the product of the given reaction. (1) Given the reactants C1(P(C2C=CC=CC=2)CCP(C2C=CC=CC=2)C2C=CC=CC=2)C=CC=CC=1.[C:29](#[N:32])[CH2:30][CH3:31].[CH:33](=[O:40])[C:34]1[CH:39]=[CH:38][CH:37]=[CH:36][CH:35]=1.[Cl-].[NH4+], predict the reaction product. The product is: [OH:40][CH:33]([C:34]1[CH:39]=[CH:38][CH:37]=[CH:36][CH:35]=1)[CH:30]([CH3:31])[C:29]#[N:32]. (2) The product is: [Cl:1][C:2]1[N:7]=[C:6]([C:10]2[CH:15]=[CH:14][CH:13]=[CH:12][CH:11]=2)[CH:5]=[CH:4][N:3]=1. Given the reactants [Cl:1][C:2]1[N:7]=[C:6](Cl)[CH:5]=[CH:4][N:3]=1.[Br-].[C:10]1([Zn+])[CH:15]=[CH:14][CH:13]=[CH:12][CH:11]=1.[Cl-].[NH4+], predict the reaction product. (3) Given the reactants CC(N(C)C)=O.Cl[C:8]1[N:13]=[C:12]([C:14]([NH:16][C:17]2[CH:21]=[CH:20][N:19]([CH3:22])[N:18]=2)=[O:15])[C:11]([S:23][C:24]2[CH:25]=[N:26][C:27]([O:30][CH2:31][CH2:32][N:33]([CH3:35])[CH3:34])=[CH:28][CH:29]=2)=[CH:10][CH:9]=1.[CH3:36][N:37]1[CH:41]=[N:40][N:39]=[C:38]1[SH:42].N12CCCN=C1CCCCC2, predict the reaction product. The product is: [CH3:34][N:33]([CH3:35])[CH2:32][CH2:31][O:30][C:27]1[N:26]=[CH:25][C:24]([S:23][C:11]2[C:12]([C:14]([NH:16][C:17]3[CH:21]=[CH:20][N:19]([CH3:22])[N:18]=3)=[O:15])=[N:13][C:8]([S:42][C:38]3[N:37]([CH3:36])[CH:41]=[N:40][N:39]=3)=[CH:9][CH:10]=2)=[CH:29][CH:28]=1. (4) Given the reactants C(=O)(O)[O-:2].[Na+].Cl.NO.[CH:9]1([C:12]2[N:17]=[C:16]([C:18]#[N:19])[CH:15]=[C:14]([C:20]([F:23])([F:22])[F:21])[CH:13]=2)[CH2:11][CH2:10]1, predict the reaction product. The product is: [CH:9]1([C:12]2[N:17]=[C:16]([C:18]([NH2:19])=[O:2])[CH:15]=[C:14]([C:20]([F:23])([F:21])[F:22])[CH:13]=2)[CH2:11][CH2:10]1. (5) Given the reactants [CH3:1][S:2](Cl)(=[O:4])=[O:3].[CH:6]([N:19]1[CH2:22][CH:21]([OH:23])[CH2:20]1)([C:13]1[CH:18]=[CH:17][CH:16]=[CH:15][CH:14]=1)[C:7]1[CH:12]=[CH:11][CH:10]=[CH:9][CH:8]=1, predict the reaction product. The product is: [CH3:1][S:2]([O:23][CH:21]1[CH2:22][N:19]([CH:6]([C:13]2[CH:18]=[CH:17][CH:16]=[CH:15][CH:14]=2)[C:7]2[CH:8]=[CH:9][CH:10]=[CH:11][CH:12]=2)[CH2:20]1)(=[O:4])=[O:3]. (6) Given the reactants [H-].[Na+].C(N(CC)CC)C.[O:10]=[C:11]1[NH:20][CH:19]([C:21]2[CH:28]=[CH:27][C:24]([C:25]#[N:26])=[CH:23][CH:22]=2)[C:18]2[C:17](=[O:29])[CH2:16][CH2:15][CH2:14][C:13]=2[N:12]1[C:30]1[CH:35]=[CH:34][CH:33]=[C:32]([C:36]([F:39])([F:38])[F:37])[CH:31]=1.[CH3:40][S:41](Cl)(=[O:43])=[O:42], predict the reaction product. The product is: [CH3:40][S:41]([N:20]1[CH:19]([C:21]2[CH:22]=[CH:23][C:24]([C:25]#[N:26])=[CH:27][CH:28]=2)[C:18]2[C:17](=[O:29])[CH2:16][CH2:15][CH2:14][C:13]=2[N:12]([C:30]2[CH:35]=[CH:34][CH:33]=[C:32]([C:36]([F:39])([F:37])[F:38])[CH:31]=2)[C:11]1=[O:10])(=[O:43])=[O:42]. (7) Given the reactants [CH2:1]([O:8][C:9]1[CH:14]=[CH:13][C:12]([OH:15])=[CH:11][CH:10]=1)[C:2]1[CH:7]=[CH:6][CH:5]=[CH:4][CH:3]=1.[H-].[Na+].CC1C=CC(S(O[CH2:29][C@H:30]2[O:32][CH2:31]2)(=O)=O)=CC=1, predict the reaction product. The product is: [CH2:1]([O:8][C:9]1[CH:10]=[CH:11][C:12]([O:15][CH2:29][C@@H:30]2[CH2:31][O:32]2)=[CH:13][CH:14]=1)[C:2]1[CH:3]=[CH:4][CH:5]=[CH:6][CH:7]=1. (8) Given the reactants C(OC(=O)[NH:7][C:8]1([C:12]2[CH:17]=[CH:16][C:15]([C:18]3[C:19]([C:27]4[CH:32]=[CH:31][CH:30]=[CH:29][CH:28]=4)=[CH:20][C:21]4[N:22]([CH:24]=[CH:25][N:26]=4)[N:23]=3)=[CH:14][CH:13]=2)[CH2:11][CH2:10][CH2:9]1)(C)(C)C.Cl, predict the reaction product. The product is: [C:27]1([C:19]2[C:18]([C:15]3[CH:14]=[CH:13][C:12]([C:8]4([NH2:7])[CH2:9][CH2:10][CH2:11]4)=[CH:17][CH:16]=3)=[N:23][N:22]3[CH:24]=[CH:25][N:26]=[C:21]3[CH:20]=2)[CH:28]=[CH:29][CH:30]=[CH:31][CH:32]=1. (9) Given the reactants [CH3:1][O:2][C:3]1[CH:4]=[CH:5][C:6]([C@H:9]2[CH2:11][C@@H:10]2[CH2:12][O:13][C:14]2[C:19]([C:20]3[CH:27]=[CH:26][C:23]([C:24]#[N:25])=[CH:22][CH:21]=3)=[CH:18][N:17]=[C:16]([CH3:28])[N:15]=2)=[N:7][CH:8]=1.[Cl-].[NH4+].[N].[Cl-].[Li+].[N:34]([Na])=[N+:35]=[N-:36], predict the reaction product. The product is: [NH:34]1[C:24]([C:23]2[CH:22]=[CH:21][C:20]([C:19]3[C:14]([O:13][CH2:12][C@H:10]4[CH2:11][C@@H:9]4[C:6]4[CH:5]=[CH:4][C:3]([O:2][CH3:1])=[CH:8][N:7]=4)=[N:15][C:16]([CH3:28])=[N:17][CH:18]=3)=[CH:27][CH:26]=2)=[N:25][N:36]=[N:35]1.